This data is from Reaction yield outcomes from USPTO patents with 853,638 reactions. The task is: Predict the reaction yield, written as a fraction of the theoretical maximum amount of product (1.0 means a 100% yield; for example, 0.34 means a 34% yield). (1) The reactants are Cl[C:2]1[S:3][C:4]([CH:8]=[O:9])=[C:5]([Cl:7])[N:6]=1.C[Sn](C)(C)[C:12]1[CH:17]=[CH:16][N:15]=[C:14]([NH:18][C:19](=[O:21])[CH3:20])[CH:13]=1.[Cl-].[Li+].CO. The catalyst is O1CCOCC1.[Cu]I.C1C=CC([P]([Pd]([P](C2C=CC=CC=2)(C2C=CC=CC=2)C2C=CC=CC=2)([P](C2C=CC=CC=2)(C2C=CC=CC=2)C2C=CC=CC=2)[P](C2C=CC=CC=2)(C2C=CC=CC=2)C2C=CC=CC=2)(C2C=CC=CC=2)C2C=CC=CC=2)=CC=1. The product is [Cl:7][C:5]1[N:6]=[C:2]([C:12]2[CH:17]=[CH:16][N:15]=[C:14]([NH:18][C:19](=[O:21])[CH3:20])[CH:13]=2)[S:3][C:4]=1[CH:8]=[O:9]. The yield is 0.460. (2) The reactants are [F:1][C:2]1[CH:43]=[CH:42][CH:41]=[C:40]([F:44])[C:3]=1[C:4]([N:6]1[CH2:11][CH2:10][N:9]([C:12]2[N:17]=[CH:16][C:15]([NH:18][C:19]([NH:21][C:22]3[N:23]([C:32]4[CH:37]=[CH:36][C:35]([CH3:38])=[CH:34][CH:33]=4)[N:24]=[C:25]([C:27]([CH3:31])([CH3:30])[CH2:28][F:29])[CH:26]=3)=[O:20])=[CH:14][C:13]=2[CH3:39])[CH2:8][CH2:7]1)=[O:5].F[C:46](F)(F)[S:47]([OH:50])(=[O:49])=[O:48]. The catalyst is C(Cl)Cl. The product is [CH3:46][S:47]([OH:50])(=[O:49])=[O:48].[F:44][C:40]1[CH:41]=[CH:42][CH:43]=[C:2]([F:1])[C:3]=1[C:4]([N:6]1[CH2:7][CH2:8][N:9]([C:12]2[N:17]=[CH:16][C:15]([NH:18][C:19]([NH:21][C:22]3[N:23]([C:32]4[CH:37]=[CH:36][C:35]([CH3:38])=[CH:34][CH:33]=4)[N:24]=[C:25]([C:27]([CH3:30])([CH3:31])[CH2:28][F:29])[CH:26]=3)=[O:20])=[CH:14][C:13]=2[CH3:39])[CH2:10][CH2:11]1)=[O:5]. The yield is 0.950. (3) The reactants are C(Cl)(=O)C([Cl:4])=O.CS(C)=O.[OH:11][CH2:12][C:13]([NH:16][C:17]1[S:18][CH:19]=[C:20]([C:22]2[CH:29]=[CH:28][C:25]([C:26]#[N:27])=[CH:24][CH:23]=2)[N:21]=1)([CH3:15])[CH3:14].C(N(CC)CC)C. The catalyst is C(Cl)Cl.O1CCCC1. The product is [Cl:4][C:19]1[S:18][C:17]([NH:16][C:13]([CH3:15])([CH3:14])[CH:12]=[O:11])=[N:21][C:20]=1[C:22]1[CH:23]=[CH:24][C:25]([C:26]#[N:27])=[CH:28][CH:29]=1. The yield is 0.220.